Dataset: Peptide-MHC class II binding affinity with 134,281 pairs from IEDB. Task: Regression. Given a peptide amino acid sequence and an MHC pseudo amino acid sequence, predict their binding affinity value. This is MHC class II binding data. (1) The peptide sequence is FHGSDGCWYPMEIRP. The MHC is DRB1_0404 with pseudo-sequence DRB1_0404. The binding affinity (normalized) is 0. (2) The peptide sequence is EFKLLSEEKVPWDQV. The MHC is DRB1_1101 with pseudo-sequence DRB1_1101. The binding affinity (normalized) is 0.449. (3) The peptide sequence is TISSYFVGKMYFNLIDTK. The MHC is DRB1_0401 with pseudo-sequence DRB1_0401. The binding affinity (normalized) is 0.125.